From a dataset of Peptide-MHC class II binding affinity with 134,281 pairs from IEDB. Regression. Given a peptide amino acid sequence and an MHC pseudo amino acid sequence, predict their binding affinity value. This is MHC class II binding data. (1) The peptide sequence is GTGSLVITASMSGHI. The MHC is HLA-DPA10103-DPB10401 with pseudo-sequence HLA-DPA10103-DPB10401. The binding affinity (normalized) is 0.180. (2) The peptide sequence is ALQNLARTISEAGQA. The MHC is DRB5_0101 with pseudo-sequence DRB5_0101. The binding affinity (normalized) is 0.0132. (3) The peptide sequence is EGKVVQYENLKYTVI. The MHC is DRB1_0901 with pseudo-sequence DRB1_0901. The binding affinity (normalized) is 0.237. (4) The binding affinity (normalized) is 0.242. The MHC is HLA-DQA10501-DQB10201 with pseudo-sequence HLA-DQA10501-DQB10201. The peptide sequence is AAVPAVGAAAGAPAA. (5) The peptide sequence is RNEVVNDVSTYASGK. The MHC is DRB1_0901 with pseudo-sequence DRB1_0901. The binding affinity (normalized) is 0.360. (6) The peptide sequence is EGSNIQFNISKADDT. The MHC is DRB1_0101 with pseudo-sequence DRB1_0101. The binding affinity (normalized) is 0.526.